This data is from Full USPTO retrosynthesis dataset with 1.9M reactions from patents (1976-2016). The task is: Predict the reactants needed to synthesize the given product. (1) The reactants are: [F:1][CH:2]([F:16])[C@@H:3]1[C@@H:13]([OH:14])[C@@H:12]([F:15])[C@H:6]2[N:7]=[C:8](SC)[O:9][C@H:5]2[CH2:4]1.Cl.[NH:18]1[CH2:21][CH2:20][CH2:19]1. Given the product [NH3:7].[CH3:8][OH:9].[N:18]1([C:8]2[O:9][C@H:5]3[CH2:4][C@H:3]([CH:2]([F:16])[F:1])[C@@H:13]([OH:14])[C@@H:12]([F:15])[C@H:6]3[N:7]=2)[CH2:21][CH2:20][CH2:19]1, predict the reactants needed to synthesize it. (2) Given the product [Si:24]([O:23][CH2:22][CH2:21][CH2:20][N:7]1[C:8](=[O:19])[C:9]2[N:10]([CH2:11][C:12]3[CH:17]=[CH:16][C:15]([Cl:18])=[CH:14][CH:13]=3)[C:2]([CH:38]([OH:42])[CH:39]([CH3:41])[CH3:40])=[N:3][C:4]=2[N:5]([CH3:32])[C:6]1=[O:31])([C:27]([CH3:29])([CH3:30])[CH3:28])([CH3:25])[CH3:26], predict the reactants needed to synthesize it. The reactants are: Br[C:2]1[N:10]([CH2:11][C:12]2[CH:17]=[CH:16][C:15]([Cl:18])=[CH:14][CH:13]=2)[C:9]2[C:8](=[O:19])[N:7]([CH2:20][CH2:21][CH2:22][O:23][Si:24]([C:27]([CH3:30])([CH3:29])[CH3:28])([CH3:26])[CH3:25])[C:6](=[O:31])[N:5]([CH3:32])[C:4]=2[N:3]=1.C([Li])CCC.[CH:38](=[O:42])[CH:39]([CH3:41])[CH3:40]. (3) Given the product [CH2:40]([O:39][CH2:38][C@H:17]1[C@H:18]([O:20][Si:21]([C:34]([CH3:37])([CH3:36])[CH3:35])([C:28]2[CH:33]=[CH:32][CH:31]=[CH:30][CH:29]=2)[C:22]2[CH:27]=[CH:26][CH:25]=[CH:24][CH:23]=2)[CH2:19][CH:15]([C:14]2[C:10]([N:9]=[CH:3][N:4]([CH3:5])[CH3:6])=[C:11]([C:47]#[N:48])[O:12][CH:13]=2)[CH2:16]1)[C:41]1[CH:46]=[CH:45][CH:44]=[CH:43][CH:42]=1, predict the reactants needed to synthesize it. The reactants are: CO[CH:3](OC)[N:4]([CH3:6])[CH3:5].[NH2:9][C:10]1[C:14]([CH:15]2[CH2:19][C@@H:18]([O:20][Si:21]([C:34]([CH3:37])([CH3:36])[CH3:35])([C:28]3[CH:33]=[CH:32][CH:31]=[CH:30][CH:29]=3)[C:22]3[CH:27]=[CH:26][CH:25]=[CH:24][CH:23]=3)[C@H:17]([CH2:38][O:39][CH2:40][C:41]3[CH:46]=[CH:45][CH:44]=[CH:43][CH:42]=3)[CH2:16]2)=[CH:13][O:12][C:11]=1[C:47]#[N:48]. (4) Given the product [CH2:1]([O:3][C:4]([C:6]1[C:7]2[O:14][C:13]([C:15]([O:17][CH2:18][C:19]3[CH:20]=[CH:21][CH:22]=[CH:23][CH:24]=3)=[O:16])=[C:12]([O:25][S:34]([C:33]([F:46])([F:45])[F:32])(=[O:36])=[O:35])[C:8]=2[CH:9]=[N:10][CH:11]=1)=[O:5])[CH3:2], predict the reactants needed to synthesize it. The reactants are: [CH2:1]([O:3][C:4]([C:6]1[C:7]2[O:14][C:13]([C:15]([O:17][CH2:18][C:19]3[CH:24]=[CH:23][CH:22]=[CH:21][CH:20]=3)=[O:16])=[C:12]([OH:25])[C:8]=2[CH:9]=[N:10][CH:11]=1)=[O:5])[CH3:2].N1C=CC=CC=1.[F:32][C:33]([F:46])([F:45])[S:34](O[S:34]([C:33]([F:46])([F:45])[F:32])(=[O:36])=[O:35])(=[O:36])=[O:35]. (5) Given the product [CH2:1]([C:2]1[C:3]([OH:11])=[C:4]([CH3:10])[C:5]([CH3:9])=[C:6]([OH:7])[C:8]=1[CH3:33])/[CH:12]=[C:13](/[CH2:15][CH2:16][CH2:17][C@@H:18]([CH2:20][CH2:21][CH2:22][C@@H:23]([CH2:25][CH2:26][CH2:27][CH:28]([CH3:30])[CH3:29])[CH3:24])[CH3:19])\[CH3:14], predict the reactants needed to synthesize it. The reactants are: [CH3:1][C:2]1[C:3]([OH:11])=[C:4]([CH3:10])[C:5]([CH3:9])=[C:6]([CH:8]=1)[OH:7].[CH3:12][CH:13]([CH2:15][CH2:16][CH2:17][CH:18]([CH2:20][CH2:21][CH2:22][CH:23]([CH2:25][CH2:26][CH2:27][C:28](O)([CH:30]=C)[CH3:29])[CH3:24])[CH3:19])[CH3:14].[C:33](O)(=O)C. (6) Given the product [Cl:1][C:2]1[CH:8]=[C:7]([O:9][C:29]2[S:28][N:27]=[C:26]([CH2:25][CH2:24][C:21]3[CH:22]=[CH:23][C:18]([Cl:17])=[CH:19][CH:20]=3)[N:30]=2)[C:6]([CH3:10])=[CH:5][C:3]=1[NH2:4], predict the reactants needed to synthesize it. The reactants are: [Cl:1][C:2]1[CH:8]=[C:7]([OH:9])[C:6]([CH3:10])=[CH:5][C:3]=1[NH2:4].C(=O)([O-])[O-].[K+].[K+].[Cl:17][C:18]1[CH:23]=[CH:22][C:21]([CH2:24][CH2:25][C:26]2[N:30]=[C:29](S(C3C=CC(C)=CC=3)(=O)=O)[S:28][N:27]=2)=[CH:20][CH:19]=1. (7) Given the product [C:22]([CH2:21][C:17]1([NH:16][C:13]([C:5]2[CH:4]=[CH:3][C:2]([Br:1])=[C:7]([S:8]([CH:10]([CH3:11])[CH3:12])=[O:9])[N:6]=2)=[O:15])[CH2:20][O:19][CH2:18]1)(=[O:23])[NH2:24], predict the reactants needed to synthesize it. The reactants are: [Br:1][C:2]1[CH:3]=[CH:4][C:5]([C:13]([OH:15])=O)=[N:6][C:7]=1[S:8]([CH:10]([CH3:12])[CH3:11])=[O:9].[NH2:16][C:17]1([CH2:21][C:22]([NH2:24])=[O:23])[CH2:20][O:19][CH2:18]1.CN(C(ON1N=NC2C=CC=CC1=2)=[N+](C)C)C.[B-](F)(F)(F)F.CCN(C(C)C)C(C)C. (8) Given the product [CH3:25][C:26]1([CH3:42])[C:30]([CH3:32])([CH3:31])[O:29][B:28]([C:15]2[CH:16]=[CH:17][C:12]([C:8]3([NH:7][C:6](=[O:19])[O:5][C:1]([CH3:4])([CH3:3])[CH3:2])[CH2:11][CH2:10][CH2:9]3)=[CH:13][CH:14]=2)[O:27]1, predict the reactants needed to synthesize it. The reactants are: [C:1]([O:5][C:6](=[O:19])[NH:7][C:8]1([C:12]2[CH:17]=[CH:16][C:15](Cl)=[CH:14][CH:13]=2)[CH2:11][CH2:10][CH2:9]1)([CH3:4])([CH3:3])[CH3:2].CC([O-])=O.[K+].[CH3:25][C:26]1([CH3:42])[C:30]([CH3:32])([CH3:31])[O:29][B:28]([B:28]2[O:29][C:30]([CH3:32])([CH3:31])[C:26]([CH3:42])([CH3:25])[O:27]2)[O:27]1.